From a dataset of TCR-epitope binding with 47,182 pairs between 192 epitopes and 23,139 TCRs. Binary Classification. Given a T-cell receptor sequence (or CDR3 region) and an epitope sequence, predict whether binding occurs between them. The epitope is KTSVDCTMYI. The TCR CDR3 sequence is CASSRDSHEQYF. Result: 1 (the TCR binds to the epitope).